This data is from Peptide-MHC class I binding affinity with 185,985 pairs from IEDB/IMGT. The task is: Regression. Given a peptide amino acid sequence and an MHC pseudo amino acid sequence, predict their binding affinity value. This is MHC class I binding data. (1) The peptide sequence is FSDARLAKL. The MHC is HLA-A69:01 with pseudo-sequence HLA-A69:01. The binding affinity (normalized) is 0.0847. (2) The peptide sequence is KQWSWFSLL. The MHC is HLA-A02:06 with pseudo-sequence HLA-A02:06. The binding affinity (normalized) is 1.00. (3) The peptide sequence is CFTSLVWAPLILA. The MHC is HLA-B40:01 with pseudo-sequence HLA-B40:01. The binding affinity (normalized) is 0.121. (4) The peptide sequence is ATAWRTGGY. The MHC is HLA-B58:01 with pseudo-sequence HLA-B58:01. The binding affinity (normalized) is 0.0847. (5) The peptide sequence is RPWMLDKYF. The MHC is HLA-A30:01 with pseudo-sequence HLA-A30:01. The binding affinity (normalized) is 0.0847. (6) The peptide sequence is LNSWDVFGNW. The MHC is Mamu-B52 with pseudo-sequence Mamu-B52. The binding affinity (normalized) is 0.529. (7) The peptide sequence is FILTAILFFM. The MHC is HLA-A02:01 with pseudo-sequence HLA-A02:01. The binding affinity (normalized) is 1.00. (8) The peptide sequence is WLSVIAFGK. The MHC is HLA-B08:02 with pseudo-sequence HLA-B08:02. The binding affinity (normalized) is 0.0847. (9) The peptide sequence is RAAHRRQSV. The MHC is HLA-B15:09 with pseudo-sequence HLA-B15:09. The binding affinity (normalized) is 0.0847. (10) The MHC is HLA-B40:01 with pseudo-sequence HLA-B40:01. The binding affinity (normalized) is 0.303. The peptide sequence is EEIDKKDGDL.